The task is: Predict the product of the given reaction.. This data is from Forward reaction prediction with 1.9M reactions from USPTO patents (1976-2016). (1) Given the reactants [CH2:1]([C:3]1[C:4]2[CH2:21][CH2:20][C:19](=O)[C:5]=2[N:6]([CH2:11][O:12][CH2:13][CH2:14][Si:15]([CH3:18])([CH3:17])[CH3:16])[C:7]=1[C:8]([OH:10])=[O:9])C.O=[C:24]1[C:28]2[NH:29][C:30]([C:32]([O:34][CH2:35][CH3:36])=[O:33])=[CH:31][C:27]=2[CH2:26][CH2:25]1.[CH3:37][Mg]Br, predict the reaction product. The product is: [CH3:1][CH:24]1[C:28]2[NH:29][C:30]([C:32]([O:34][CH2:35][CH3:36])=[O:33])=[CH:31][C:27]=2[CH2:26][CH2:25]1.[CH3:37][C:19]1[C:5]2[N:6]([CH2:11][O:12][CH2:13][CH2:14][Si:15]([CH3:18])([CH3:16])[CH3:17])[C:7]([C:8]([O:10][CH2:24][CH3:25])=[O:9])=[CH:3][C:4]=2[CH2:21][CH:20]=1. (2) Given the reactants [CH3:1][O:2][C:3](=[O:17])[C:4]1[CH:9]=[CH:8][C:7]([NH:10][CH:11]([CH3:13])[CH3:12])=[C:6]([N+:14]([O-])=O)[CH:5]=1, predict the reaction product. The product is: [CH3:1][O:2][C:3](=[O:17])[C:4]1[CH:9]=[CH:8][C:7]([NH:10][CH:11]([CH3:13])[CH3:12])=[C:6]([NH2:14])[CH:5]=1. (3) Given the reactants [NH2:1][C:2]1[CH:3]=[CH:4][C:5]([O:12][CH:13]([C:20]2[CH:25]=[CH:24][C:23]([Cl:26])=[CH:22][CH:21]=2)[C:14]2[CH:19]=[CH:18][CH:17]=[CH:16][CH:15]=2)=[C:6]([CH:11]=1)[C:7]([O:9][CH3:10])=[O:8].[CH3:27][O:28][C:29]1[CH:30]=[C:31]([N:37]=[C:38]=[O:39])[CH:32]=[CH:33][C:34]=1[O:35][CH3:36], predict the reaction product. The product is: [Cl:26][C:23]1[CH:22]=[CH:21][C:20]([CH:13]([C:14]2[CH:19]=[CH:18][CH:17]=[CH:16][CH:15]=2)[O:12][C:5]2[CH:4]=[CH:3][C:2]([NH:1][C:38]([NH:37][C:31]3[CH:32]=[CH:33][C:34]([O:35][CH3:36])=[C:29]([O:28][CH3:27])[CH:30]=3)=[O:39])=[CH:11][C:6]=2[C:7]([O:9][CH3:10])=[O:8])=[CH:25][CH:24]=1. (4) Given the reactants [CH:1]1([NH:4][C:5]([NH:7][C:8]2[CH:13]=[CH:12][C:11]([O:14][C:15]3[CH:20]=[CH:19][N:18]=[C:17]4[CH:21]=[C:22]([C:24]5[N:25]=[CH:26][N:27]([CH2:29][CH:30]=O)[CH:28]=5)[S:23][C:16]=34)=[C:10]([F:32])[CH:9]=2)=[O:6])[CH2:3][CH2:2]1.[CH3:33][N:34]1[CH2:39][CH2:38][NH:37][CH2:36][CH2:35]1.CC(O)=O.C(O[BH-](OC(=O)C)OC(=O)C)(=O)C.[Na+], predict the reaction product. The product is: [CH:1]1([NH:4][C:5]([NH:7][C:8]2[CH:13]=[CH:12][C:11]([O:14][C:15]3[CH:20]=[CH:19][N:18]=[C:17]4[CH:21]=[C:22]([C:24]5[N:25]=[CH:26][N:27]([CH2:29][CH2:30][N:37]6[CH2:38][CH2:39][N:34]([CH3:33])[CH2:35][CH2:36]6)[CH:28]=5)[S:23][C:16]=34)=[C:10]([F:32])[CH:9]=2)=[O:6])[CH2:2][CH2:3]1. (5) Given the reactants C([C@@H]1C(OC)=[N:8][C@@H:7]([CH2:12][CH2:13][CH:14]([C:19]2[CH:24]=[CH:23][CH:22]=[CH:21][CH:20]=2)[C:15]([F:18])([F:17])[F:16])[C:6]([O:25][CH3:26])=N1)(C)C.O.FC(F)(F)C(O)=[O:31].[Cl-].[NH4+], predict the reaction product. The product is: [CH3:26][O:25][C:6](=[O:31])[C@@H:7]([NH2:8])[CH2:12][CH2:13][CH:14]([C:19]1[CH:24]=[CH:23][CH:22]=[CH:21][CH:20]=1)[C:15]([F:18])([F:17])[F:16]. (6) The product is: [C:2]1([CH3:1])[C:7]([C:8]([O:10][CH2:11][C:12]([CH3:13])([CH2:21][CH3:22])[CH:15]([O:20][C:8]([C:7]2[C:2]([CH3:1])=[CH:3][CH:4]=[CH:5][CH:6]=2)=[O:9])[CH:16]([CH3:19])[CH2:17][CH3:18])=[O:9])=[CH:6][CH:5]=[CH:4][CH:3]=1. Given the reactants [CH3:1][C:2]1[CH:3]=[CH:4][CH:5]=[CH:6][C:7]=1[C:8]([OH:10])=[O:9].[CH3:11][C:12]([CH2:21][CH3:22])([CH:15]([OH:20])[CH:16]([CH3:19])[CH2:17][CH3:18])[CH2:13]O, predict the reaction product.